Dataset: Forward reaction prediction with 1.9M reactions from USPTO patents (1976-2016). Task: Predict the product of the given reaction. (1) The product is: [CH3:22][O:21][C:19]([C:18]1[CH:17]=[CH:16][N:4]=[C:5]([O:6][CH3:8])[N:7]=1)([O:23][CH3:24])[CH3:20]. Given the reactants Cl.CO[NH:4][C:5](=[NH:7])[OH:6].[C:8](=O)([O-])[O-].[Na+].[Na+].CO[CH:16]=[CH:17][C:18](=O)[C:19]([O:23][CH3:24])([O:21][CH3:22])[CH3:20], predict the reaction product. (2) The product is: [CH2:1]([N:8]1[CH2:13][CH:12]2[CH:10]([CH:11]2[CH2:14][NH:15][C:28](=[O:29])[O:27][C:24]([CH3:26])([CH3:25])[CH3:23])[CH2:9]1)[C:2]1[CH:3]=[CH:4][CH:5]=[CH:6][CH:7]=1. Given the reactants [CH2:1]([N:8]1[CH2:13][CH:12]2[CH:10]([CH:11]2[CH2:14][NH2:15])[CH2:9]1)[C:2]1[CH:7]=[CH:6][CH:5]=[CH:4][CH:3]=1.C(N(CC)CC)C.[CH3:23][C:24]([O:27][C:28](O[C:28]([O:27][C:24]([CH3:26])([CH3:25])[CH3:23])=[O:29])=[O:29])([CH3:26])[CH3:25].O, predict the reaction product.